From a dataset of Forward reaction prediction with 1.9M reactions from USPTO patents (1976-2016). Predict the product of the given reaction. (1) Given the reactants [NH2:1][C:2]1[N:7]=[CH:6][N:5]=[C:4]2[N:8]([CH:32]3[CH2:37][CH2:36][N:35]([CH2:38][CH2:39][F:40])[CH2:34][CH2:33]3)[N:9]=[C:10]([C:11]3[CH:16]=[CH:15][C:14]([NH:17][C:18]([C:20]4[N:21]([CH3:29])[C:22]5[C:27]([CH:28]=4)=[CH:26][CH:25]=[CH:24][CH:23]=5)=[O:19])=[C:13]([O:30][CH3:31])[CH:12]=3)[C:3]=12.[C:41]([OH:48])(=[O:47])/[CH:42]=[CH:43]\[C:44]([OH:46])=[O:45], predict the reaction product. The product is: [C:41]([OH:48])(=[O:47])/[CH:42]=[CH:43]\[C:44]([OH:46])=[O:45].[C:41]([OH:48])(=[O:47])/[CH:42]=[CH:43]\[C:44]([OH:46])=[O:45].[NH2:1][C:2]1[N:7]=[CH:6][N:5]=[C:4]2[N:8]([CH:32]3[CH2:37][CH2:36][N:35]([CH2:38][CH2:39][F:40])[CH2:34][CH2:33]3)[N:9]=[C:10]([C:11]3[CH:16]=[CH:15][C:14]([NH:17][C:18]([C:20]4[N:21]([CH3:29])[C:22]5[C:27]([CH:28]=4)=[CH:26][CH:25]=[CH:24][CH:23]=5)=[O:19])=[C:13]([O:30][CH3:31])[CH:12]=3)[C:3]=12. (2) Given the reactants C(Cl)(=O)C(Cl)=O.CS(C)=O.[CH3:11][C:12]1[CH:17]=[CH:16][CH:15]=[CH:14][C:13]=1[C:18]1[CH:23]=[CH:22][C:21]([C:24]2[O:28][N:27]=[C:26]([C:29]3[CH:34]=[CH:33][C:32]([CH:35]([OH:37])[CH3:36])=[CH:31][CH:30]=3)[N:25]=2)=[CH:20][C:19]=1[C:38]([F:41])([F:40])[F:39].C(N(CC)CC)C.C(=O)(O)[O-].[Na+], predict the reaction product. The product is: [CH3:11][C:12]1[CH:17]=[CH:16][CH:15]=[CH:14][C:13]=1[C:18]1[CH:23]=[CH:22][C:21]([C:24]2[O:28][N:27]=[C:26]([C:29]3[CH:34]=[CH:33][C:32]([C:35](=[O:37])[CH3:36])=[CH:31][CH:30]=3)[N:25]=2)=[CH:20][C:19]=1[C:38]([F:40])([F:41])[F:39]. (3) Given the reactants [F:1][C:2]([F:12])([F:11])[C:3]1[CH:8]=[CH:7][C:6]([NH:9]N)=[CH:5][CH:4]=1.[C:13]1(=O)[CH2:18][CH2:17][CH2:16][CH2:15][CH2:14]1, predict the reaction product. The product is: [F:1][C:2]([F:12])([F:11])[C:3]1[CH:8]=[C:7]2[C:6](=[CH:5][CH:4]=1)[NH:9][CH:18]1[CH:13]2[CH2:14][CH2:15][CH2:16][CH2:17]1. (4) Given the reactants [C:1]([C@@H:3]1[CH2:7][N:6]([C:8]([O:10][C:11]([CH3:14])([CH3:13])[CH3:12])=[O:9])[C@H:5]([C:15]([O:17][CH3:18])=[O:16])[CH2:4]1)#N.Cl.[C:20](OC(OC(C)(C)C)=O)(OC(C)(C)C)=[O:21].C[OH:36], predict the reaction product. The product is: [N:6]1([C:8]([O:10][C:11]([CH3:14])([CH3:13])[CH3:12])=[O:9])[CH2:7][C@@H:3]([C:1]([O:21][CH3:20])=[O:36])[CH2:4][C@H:5]1[C:15]([O:17][CH3:18])=[O:16]. (5) The product is: [CH:15]1([O:14][C:9]2[CH:10]=[CH:11][CH:12]=[C:13]3[C:8]=2[CH:7]=[CH:6][N:5]3[CH2:4][CH2:3][O:2][CH3:1])[CH2:17][CH2:16]1. Given the reactants [CH3:1][O:2][CH2:3][CH2:4][N:5]1[C:13]2[CH:12]=[CH:11][CH:10]=[C:9]([OH:14])[C:8]=2[CH:7]=[CH:6]1.[CH:15]1(Br)[CH2:17][CH2:16]1, predict the reaction product. (6) Given the reactants C(OC([N:8]1[CH2:12][CH2:11][C:10]2([CH2:16][CH2:15][N:14]([CH2:17][C:18]3[C:26]4[C:21](=[CH:22][CH:23]=[CH:24][CH:25]=4)[N:20]([S:27]([C:30]4[CH:35]=[CH:34][C:33]([CH3:36])=[CH:32][CH:31]=4)(=[O:29])=[O:28])[CH:19]=3)[C:13]2=[O:37])[CH2:9]1)=O)(C)(C)C.[ClH:38].O1CCOCC1, predict the reaction product. The product is: [ClH:38].[C:33]1([CH3:36])[CH:34]=[CH:35][C:30]([S:27]([N:20]2[C:21]3[C:26](=[CH:25][CH:24]=[CH:23][CH:22]=3)[C:18]([CH2:17][N:14]3[CH2:15][CH2:16][C:10]4([CH2:11][CH2:12][NH:8][CH2:9]4)[C:13]3=[O:37])=[CH:19]2)(=[O:29])=[O:28])=[CH:31][CH:32]=1. (7) Given the reactants [CH3:1][N:2]1[CH2:7][CH2:6][CH:5]([NH2:8])[CH2:4][CH2:3]1.C([O-])([O-])=O.[K+].[K+].N1CCC[C@H]1C(O)=O.[CH3:23][O:24][C:25]1[CH:66]=[CH:65][C:28]([CH2:29][N:30]2[C:34]3=[N:35][CH:36]=[CH:37][C:38]([O:39][C:40]4[CH:45]=[CH:44][C:43]([NH:46][C:47]5[N:62]=[CH:61][CH:60]=[CH:59][C:48]=5[C:49]([NH:51][C:52]5[CH:57]=[CH:56][C:55]([F:58])=[CH:54][CH:53]=5)=[O:50])=[CH:42][C:41]=4[F:63])=[C:33]3[C:32](I)=[N:31]2)=[CH:27][CH:26]=1, predict the reaction product. The product is: [CH3:23][O:24][C:25]1[CH:26]=[CH:27][C:28]([CH2:29][N:30]2[C:34]3=[N:35][CH:36]=[CH:37][C:38]([O:39][C:40]4[CH:45]=[CH:44][C:43]([NH:46][C:47]5[N:62]=[CH:61][CH:60]=[CH:59][C:48]=5[C:49]([NH:51][C:52]5[CH:57]=[CH:56][C:55]([F:58])=[CH:54][CH:53]=5)=[O:50])=[CH:42][C:41]=4[F:63])=[C:33]3[C:32]([NH:8][CH:5]3[CH2:6][CH2:7][N:2]([CH3:1])[CH2:3][CH2:4]3)=[N:31]2)=[CH:65][CH:66]=1. (8) Given the reactants [C:1]([O:5][C:6]([N:8]1[CH2:13][CH2:12][N:11]([CH2:14][C:15]2[C:23]([O:24][CH3:25])=[CH:22][CH:21]=[C:20]3[C:16]=2[CH:17]=[C:18]([C:35]([O:37]CC)=[O:36])[N:19]3[S:26]([C:29]2[CH:34]=[CH:33][CH:32]=[CH:31][CH:30]=2)(=[O:28])=[O:27])[CH2:10][CH2:9]1)=[O:7])([CH3:4])([CH3:3])[CH3:2].[OH-].[Li+:41].O, predict the reaction product. The product is: [C:1]([O:5][C:6]([N:8]1[CH2:13][CH2:12][N:11]([CH2:14][C:15]2[C:23]([O:24][CH3:25])=[CH:22][CH:21]=[C:20]3[C:16]=2[CH:17]=[C:18]([C:35]([O-:37])=[O:36])[N:19]3[S:26]([C:29]2[CH:34]=[CH:33][CH:32]=[CH:31][CH:30]=2)(=[O:27])=[O:28])[CH2:10][CH2:9]1)=[O:7])([CH3:4])([CH3:2])[CH3:3].[Li+:41]. (9) Given the reactants [CH:1]([NH:4][C:5](N1C=CN=C1)=[O:6])([CH3:3])[CH3:2].Cl.[C@@H:13]12[NH:20][C@@H:17]([CH2:18][CH2:19]1)[CH2:16][N:15]([C:21]1[CH:26]=[CH:25][N:24]=[C:23]([NH:27][C:28]3[CH:29]=[N:30][N:31]([CH3:33])[CH:32]=3)[N:22]=1)[CH2:14]2, predict the reaction product. The product is: [CH3:33][N:31]1[CH:32]=[C:28]([NH:27][C:23]2[N:22]=[C:21]([N:15]3[CH2:16][C@H:17]4[N:20]([C:5]([NH:4][CH:1]([CH3:3])[CH3:2])=[O:6])[C@H:13]([CH2:19][CH2:18]4)[CH2:14]3)[CH:26]=[CH:25][N:24]=2)[CH:29]=[N:30]1.